Dataset: Forward reaction prediction with 1.9M reactions from USPTO patents (1976-2016). Task: Predict the product of the given reaction. Given the reactants [CH:1]1([CH2:4][O:5][C:6]2[N:11]=[C:10]([C:12]([OH:14])=O)[CH:9]=[CH:8][C:7]=2[N:15]2[CH2:18][C:17]([F:20])([F:19])[CH2:16]2)[CH2:3][CH2:2]1.Cl.[OH:22][C:23]1([CH3:31])[CH2:27][NH:26][C@H:25]([C:28]([NH2:30])=[O:29])[CH2:24]1, predict the reaction product. The product is: [CH:1]1([CH2:4][O:5][C:6]2[N:11]=[C:10]([C:12]([N:26]3[CH2:27][C:23]([OH:22])([CH3:31])[CH2:24][C@H:25]3[C:28]([NH2:30])=[O:29])=[O:14])[CH:9]=[CH:8][C:7]=2[N:15]2[CH2:18][C:17]([F:20])([F:19])[CH2:16]2)[CH2:2][CH2:3]1.